This data is from Forward reaction prediction with 1.9M reactions from USPTO patents (1976-2016). The task is: Predict the product of the given reaction. (1) The product is: [CH3:9][C:4]1[CH:5]=[C:6]([OH:8])[CH:7]=[C:2]([CH3:1])[C:3]=1[CH2:10][C:12]1[CH:13]=[CH:14][C:15]([O:18][Si:19]([CH:26]([CH3:28])[CH3:27])([CH:20]([CH3:21])[CH3:22])[CH:23]([CH3:25])[CH3:24])=[CH:16][CH:17]=1. Given the reactants [CH3:1][C:2]1[CH:7]=[C:6]([OH:8])[CH:5]=[C:4]([CH3:9])[C:3]=1[CH:10]([C:12]1[CH:17]=[CH:16][C:15]([O:18][Si:19]([CH:26]([CH3:28])[CH3:27])([CH:23]([CH3:25])[CH3:24])[CH:20]([CH3:22])[CH3:21])=[CH:14][CH:13]=1)O.C(O)(=O)C.OCC1(OC[C@@H](O)[C@@H](O)[C@H]1O)O.[H][H], predict the reaction product. (2) Given the reactants [OH:1][C:2]1[C:11]2[C:6](=[CH:7][CH:8]=[C:9]([O:12][C:13]3[CH:18]=[CH:17][CH:16]=[CH:15][CH:14]=3)[CH:10]=2)[C:5]([CH3:19])=[N:4][C:3]=1[C:20](OC)=[O:21].[NH2:24][CH2:25][C:26]([OH:28])=[O:27].C[O-].[Na+], predict the reaction product. The product is: [OH:1][C:2]1[C:11]2[C:6](=[CH:7][CH:8]=[C:9]([O:12][C:13]3[CH:18]=[CH:17][CH:16]=[CH:15][CH:14]=3)[CH:10]=2)[C:5]([CH3:19])=[N:4][C:3]=1[C:20]([NH:24][CH2:25][C:26]([OH:28])=[O:27])=[O:21]. (3) Given the reactants C(Cl)CCl.[NH2:5][C:6]1[N:11]=[CH:10][C:9]([CH:12]=[CH:13][C:14]([OH:16])=O)=[CH:8][CH:7]=1.[CH2:17]([N:24]1[C:32]2[C:27](=[CH:28][CH:29]=[CH:30][CH:31]=2)[C:26](CNC)=[CH:25]1)[C:18]1[CH:23]=[CH:22][CH:21]=[CH:20][CH:19]=1.C1C=CC2N(O)N=NC=2C=1.O.[CH:47]([N:50](C(C)C)[CH2:51]C)(C)C, predict the reaction product. The product is: [NH2:5][C:6]1[N:11]=[CH:10][C:9](/[CH:12]=[CH:13]/[C:14]([N:50]([CH2:51][C:29]2[CH:28]=[C:27]3[C:32](=[CH:31][CH:30]=2)[N:24]([CH2:17][C:18]2[CH:19]=[CH:20][CH:21]=[CH:22][CH:23]=2)[CH:25]=[CH:26]3)[CH3:47])=[O:16])=[CH:8][CH:7]=1. (4) The product is: [F:23][C:22]1[CH:21]=[C:20]([O:35][CH3:34])[CH:19]=[C:18]([F:25])[C:17]=1[C:16]1[C:11]([C:5]2[CH:4]=[C:3]([O:2][CH3:1])[CH:8]=[C:7]([O:9][CH3:10])[CH:6]=2)=[C:12]([C:27]2[CH:32]=[CH:31][CH:30]=[CH:29][C:28]=2[F:33])[N:13]=[N:14][C:15]=1[CH3:26]. Given the reactants [CH3:1][O:2][C:3]1[CH:4]=[C:5]([C:11]2[C:16]([C:17]3[C:22]([F:23])=[CH:21][C:20](F)=[CH:19][C:18]=3[F:25])=[C:15]([CH3:26])[N:14]=[N:13][C:12]=2[C:27]2[CH:32]=[CH:31][CH:30]=[CH:29][C:28]=2[F:33])[CH:6]=[C:7]([O:9][CH3:10])[CH:8]=1.[CH3:34][O-:35].[Na+], predict the reaction product. (5) Given the reactants N[C:2]1[CH:3]=[C:4]([C:8]2[CH:24]=[CH:23][C:11]([O:12][CH:13]([CH3:22])[CH2:14][NH:15][S:16]([CH:19]([CH3:21])[CH3:20])(=[O:18])=[O:17])=[CH:10][CH:9]=2)[CH:5]=[CH:6][CH:7]=1.[CH2:25]([N:27](CC)CC)[CH3:26].C(Cl)(=[O:34])C, predict the reaction product. The product is: [CH3:22][CH:13]([O:12][C:11]1[CH:23]=[CH:24][C:8]([C:4]2[CH:5]=[CH:6][C:7]([NH:27][C:25](=[O:34])[CH3:26])=[CH:2][CH:3]=2)=[CH:9][CH:10]=1)[CH2:14][NH:15][S:16]([CH:19]([CH3:21])[CH3:20])(=[O:18])=[O:17]. (6) Given the reactants Br[C:2]1C=CC(N)=NC=1.C(C1C=CC(B(O)O)=CC=1)(O)=O.[NH2:21][C:22]1[CH:27]=[CH:26][C:25]([C:28]2[CH:36]=[CH:35][C:31]([C:32]([OH:34])=[O:33])=[CH:30][CH:29]=2)=[CH:24][N:23]=1.S(=O)(=O)(O)O.C(=O)(O)[O-].[Na+], predict the reaction product. The product is: [NH2:21][C:22]1[CH:27]=[CH:26][C:25]([C:28]2[CH:36]=[CH:35][C:31]([C:32]([O:34][CH3:2])=[O:33])=[CH:30][CH:29]=2)=[CH:24][N:23]=1.